From a dataset of Full USPTO retrosynthesis dataset with 1.9M reactions from patents (1976-2016). Predict the reactants needed to synthesize the given product. The reactants are: [CH2:1]([O:5][C:6]1[C:11]([F:12])=[C:10](F)[N:9]=[CH:8][N:7]=1)[C:2]#[C:3][CH3:4].[CH3:14][CH:15]1[CH2:20][CH:19]([CH3:21])[CH2:18][NH:17][CH2:16]1. Given the product [CH2:1]([O:5][C:6]1[C:11]([F:12])=[C:10]([N:17]2[CH2:18][CH:19]([CH3:21])[CH2:20][CH:15]([CH3:14])[CH2:16]2)[N:9]=[CH:8][N:7]=1)[C:2]#[C:3][CH3:4], predict the reactants needed to synthesize it.